This data is from Retrosynthesis with 50K atom-mapped reactions and 10 reaction types from USPTO. The task is: Predict the reactants needed to synthesize the given product. Given the product Cc1ccc(C)c([Si](C)(C)c2ccccc2)c1C=O, predict the reactants needed to synthesize it. The reactants are: Cc1ccc(C)c([Si](C)(C)c2ccccc2)c1CO.